Dataset: Reaction yield outcomes from USPTO patents with 853,638 reactions. Task: Predict the reaction yield, written as a fraction of the theoretical maximum amount of product (1.0 means a 100% yield; for example, 0.34 means a 34% yield). (1) No catalyst specified. The reactants are [CH:1]([C:4]1[CH:9]=[CH:8][C:7]([CH:10]2[C:14]3([CH2:19][CH2:18][N:17]([CH3:20])[CH2:16][CH2:15]3)[O:13][C:12]3[C:21]([CH3:28])=[C:22]([CH3:27])[C:23]([NH2:26])=[C:24]([CH3:25])[C:11]2=3)=[CH:6][CH:5]=1)([CH3:3])[CH3:2].[F:29][C:30]1[CH:38]=[CH:37][C:33]([C:34](Cl)=[O:35])=[CH:32][CH:31]=1.CO.C(OC(C)C)(C)C. The yield is 0.380. The product is [F:29][C:30]1[CH:38]=[CH:37][C:33]([C:34]([NH:26][C:23]2[C:22]([CH3:27])=[C:21]([CH3:28])[C:12]3[O:13][C:14]4([CH2:19][CH2:18][N:17]([CH3:20])[CH2:16][CH2:15]4)[CH:10]([C:7]4[CH:6]=[CH:5][C:4]([CH:1]([CH3:3])[CH3:2])=[CH:9][CH:8]=4)[C:11]=3[C:24]=2[CH3:25])=[O:35])=[CH:32][CH:31]=1. (2) The reactants are [CH3:1][C:2]1[C:7]([OH:8])=[CH:6][CH:5]=[CH:4][N:3]=1.[H-].[Na+].[Br:11][C:12]1[CH:13]=[C:14]([N+]([O-])=O)[C:15]([C:18]#[N:19])=[N:16][CH:17]=1.[NH4+].[Cl-]. The catalyst is O.CN(C=O)C. The product is [Br:11][C:12]1[CH:13]=[C:14]([O:8][C:7]2[C:2]([CH3:1])=[N:3][CH:4]=[CH:5][CH:6]=2)[C:15]([C:18]#[N:19])=[N:16][CH:17]=1. The yield is 0.976.